This data is from Full USPTO retrosynthesis dataset with 1.9M reactions from patents (1976-2016). The task is: Predict the reactants needed to synthesize the given product. (1) Given the product [ClH:32].[CH3:13][C:10]([CH3:11])([CH3:12])[C@@H:9]([C:14]([N:16]([CH3:31])[C@@H:17]([CH2:27][CH:28]([CH3:29])[CH3:30])/[CH:18]=[C:19](\[CH2:25][CH3:26])/[C:20]([O:22][CH2:23][CH3:24])=[O:21])=[O:15])[NH2:8], predict the reactants needed to synthesize it. The reactants are: C(OC([NH:8][C@H:9]([C:14]([N:16]([CH3:31])[C@@H:17]([CH2:27][CH:28]([CH3:30])[CH3:29])/[CH:18]=[C:19](\[CH2:25][CH3:26])/[C:20]([O:22][CH2:23][CH3:24])=[O:21])=[O:15])[C:10]([CH3:13])([CH3:12])[CH3:11])=O)(C)(C)C.[ClH:32]. (2) Given the product [Cl:61][C:18]1[C:14]([C:15](=[O:20])[NH:16][CH3:17])=[C:13]([NH:21][C:22]2[C:27]([C:28]([F:31])([F:30])[F:29])=[CH:26][N:25]=[C:24]([NH:32][C:33]3[CH:47]=[CH:46][C:36]([CH2:37][P:38](=[O:45])([O:42][CH2:43][CH3:44])[O:39][CH2:40][CH3:41])=[CH:35][C:34]=3[O:48][CH3:49])[N:23]=2)[CH:12]=[CH:11][C:10]=1[C:8]1[CH:7]=[N:6][N:5]([CH2:4][CH2:3][CH2:2][OH:1])[CH:9]=1, predict the reactants needed to synthesize it. The reactants are: [OH:1][CH2:2][CH2:3][CH2:4][N:5]1[CH:9]=[C:8]([C:10]2[CH:11]=[CH:12][C:13]([NH:21][C:22]3[C:27]([C:28]([F:31])([F:30])[F:29])=[CH:26][N:25]=[C:24]([NH:32][C:33]4[CH:47]=[CH:46][C:36]([CH2:37][P:38](=[O:45])([O:42][CH2:43][CH3:44])[O:39][CH2:40][CH3:41])=[CH:35][C:34]=4[O:48][CH3:49])[N:23]=3)=[C:14]3[C:18]=2[CH2:17][N:16](C)[C:15]3=[O:20])[CH:7]=[N:6]1.NC1C(C(NC)=O)=C([Cl:61])C(C2C=NN(CCCO)C=2)=CC=1. (3) Given the product [NH:12]1[C:13]2[C:18](=[CH:17][CH:16]=[CH:15][CH:14]=2)[C:10]([C:8](=[O:9])[CH:32]([NH:31][C:30]2[CH:41]=[CH:42][CH:43]=[C:28]([O:27][CH3:26])[CH:29]=2)[C:33]2[CH:38]=[N:37][C:36]([O:39][CH3:40])=[CH:35][N:34]=2)=[CH:11]1, predict the reactants needed to synthesize it. The reactants are: C(N(CC)CC)C.[CH:8]([C:10]1[C:18]2[C:13](=[CH:14][CH:15]=[CH:16][CH:17]=2)[N:12](C(OC(C)(C)C)=O)[CH:11]=1)=[O:9].[CH3:26][O:27][C:28]1[CH:29]=[C:30]([CH:41]=[CH:42][CH:43]=1)[N:31]=[CH:32][C:33]1[CH:38]=[N:37][C:36]([O:39][CH3:40])=[CH:35][N:34]=1.